From a dataset of Forward reaction prediction with 1.9M reactions from USPTO patents (1976-2016). Predict the product of the given reaction. Given the reactants [CH2:1]([N:8]1[CH2:22][CH2:21][C:11]2([O:19][C:18]3[CH:17]=[N:16][NH:15][C:14]=3[C:13](=[O:20])[CH2:12]2)[CH2:10][CH2:9]1)[C:2]1[CH:7]=[CH:6][CH:5]=[CH:4][CH:3]=1.[CH3:23][CH:24](O)[CH3:25].C1(P(C2C=CC=CC=2)C2C=CC=CC=2)C=CC=CC=1.C1C=CC(COC(/N=N/C(OCC2C=CC=CC=2)=O)=O)=CC=1, predict the reaction product. The product is: [CH2:1]([N:8]1[CH2:22][CH2:21][C:11]2([O:19][C:18]3[CH:17]=[N:16][N:15]([CH:24]([CH3:25])[CH3:23])[C:14]=3[C:13](=[O:20])[CH2:12]2)[CH2:10][CH2:9]1)[C:2]1[CH:3]=[CH:4][CH:5]=[CH:6][CH:7]=1.